This data is from Forward reaction prediction with 1.9M reactions from USPTO patents (1976-2016). The task is: Predict the product of the given reaction. (1) Given the reactants Cl[C:2]1[C:11]2[C:6](=[CH:7][C:8]([O:12][CH3:13])=[CH:9][CH:10]=2)[CH:5]=[C:4]([NH:14][C:15]2[CH:19]=[CH:18][NH:17][N:16]=2)[N:3]=1.[CH3:20][O:21][C:22]1[CH:27]=[CH:26][CH:25]=[CH:24][C:23]=1B(O)O, predict the reaction product. The product is: [CH3:13][O:12][C:8]1[CH:7]=[C:6]2[C:11](=[CH:10][CH:9]=1)[C:2]([C:23]1[CH:24]=[CH:25][CH:26]=[CH:27][C:22]=1[O:21][CH3:20])=[N:3][C:4]([NH:14][C:15]1[CH:19]=[CH:18][NH:17][N:16]=1)=[CH:5]2. (2) Given the reactants FC1C=CC(C2N=CC=CN=2)=C(C=1)C(O)=O.[CH3:17][C:18]1[N:23]=[C:22]([C:24]([OH:26])=O)[C:21]([N:27]2[N:31]=[CH:30][CH:29]=[N:28]2)=[CH:20][CH:19]=1.C(OC(N1[C@@H]2CC[C@H]1[C@H](COC1C=CC=CN=1)C2)=O)(C)(C)C.[F:54][C:55]([F:72])([F:71])[C:56]1[CH:57]=[CH:58][C:59]([O:62][CH2:63][CH:64]2[CH2:69][CH:68]3[NH:70][CH:65]2[CH2:66][CH2:67]3)=[N:60][CH:61]=1, predict the reaction product. The product is: [CH3:17][C:18]1[N:23]=[C:22]([C:24]([N:70]2[CH:68]3[CH2:67][CH2:66][CH:65]2[CH:64]([CH2:63][O:62][C:59]2[CH:58]=[CH:57][C:56]([C:55]([F:72])([F:54])[F:71])=[CH:61][N:60]=2)[CH2:69]3)=[O:26])[C:21]([N:27]2[N:31]=[CH:30][CH:29]=[N:28]2)=[CH:20][CH:19]=1. (3) Given the reactants [Cl:1][C:2]1[CH:3]=[N+:4]([O-:27])[CH:5]=[C:6]([Cl:26])[C:7]=1[CH2:8][C@@H:9]([C:11]1[CH:16]=[CH:15][C:14]([O:17][CH:18]([F:20])[F:19])=[C:13]([O:21][CH2:22][CH:23]2[CH2:25][CH2:24]2)[CH:12]=1)[OH:10].C(Cl)CCl.[N+:32]([C:35]1[CH:36]=[C:37]2[C:41](=[CH:42][CH:43]=1)[C:40](=[O:44])[N:39]([CH2:45][C:46](O)=[O:47])[C:38]2=[O:49])([O-:34])=[O:33], predict the reaction product. The product is: [Cl:1][C:2]1[CH:3]=[N+:4]([O-:27])[CH:5]=[C:6]([Cl:26])[C:7]=1[CH2:8][C@@H:9]([C:11]1[CH:16]=[CH:15][C:14]([O:17][CH:18]([F:20])[F:19])=[C:13]([O:21][CH2:22][CH:23]2[CH2:25][CH2:24]2)[CH:12]=1)[O:10][C:46](=[O:47])[CH2:45][N:39]1[C:38](=[O:49])[C:37]2[C:41](=[CH:42][CH:43]=[C:35]([N+:32]([O-:34])=[O:33])[CH:36]=2)[C:40]1=[O:44]. (4) Given the reactants [CH2:1]([O:8][C:9]([C:11]1[CH:15]=[CH:14][S:13][C:12]=1[C:16]1[CH:21]=[CH:20][C:19]([C:22]2[CH:27]=[CH:26][C:25]([C:28]3([C:31]([O:33][CH2:34][CH3:35])=[O:32])[CH2:30][CH2:29]3)=[CH:24][CH:23]=2)=[CH:18][CH:17]=1)=[O:10])[C:2]1[CH:7]=[CH:6][CH:5]=[CH:4][CH:3]=1.[Br:36]N1C(=O)CCC1=O.O, predict the reaction product. The product is: [CH2:1]([O:8][C:9]([C:11]1[CH:15]=[C:14]([Br:36])[S:13][C:12]=1[C:16]1[CH:21]=[CH:20][C:19]([C:22]2[CH:23]=[CH:24][C:25]([C:28]3([C:31]([O:33][CH2:34][CH3:35])=[O:32])[CH2:30][CH2:29]3)=[CH:26][CH:27]=2)=[CH:18][CH:17]=1)=[O:10])[C:2]1[CH:3]=[CH:4][CH:5]=[CH:6][CH:7]=1. (5) Given the reactants [N:1]1([CH2:14][CH:15]2[CH2:20][CH2:19][CH2:18][CH2:17][C:16]2=O)[C:12]2=[C:13]3[C:8](=[CH:9][CH:10]=[CH:11]2)[CH:7]=[N:6][CH:5]=[C:4]3[CH2:3][CH2:2]1.[CH2:22]([NH2:29])[C:23]1[CH:28]=[CH:27][CH:26]=[CH:25][CH:24]=1, predict the reaction product. The product is: [CH2:22]([NH:29][CH:18]1[CH2:19][CH2:20][CH:15]([CH2:14][N:1]2[C:12]3=[C:13]4[C:8](=[CH:9][CH:10]=[CH:11]3)[CH:7]=[N:6][CH:5]=[C:4]4[CH2:3][CH2:2]2)[CH2:16][CH2:17]1)[C:23]1[CH:28]=[CH:27][CH:26]=[CH:25][CH:24]=1. (6) The product is: [CH3:1][C:2]([CH3:17])([CH3:16])[C@@H:3]([C:9]([OH:11])=[O:10])[NH:4][S:5]([CH3:8])(=[O:7])=[O:6]. Given the reactants [CH3:1][C:2]([CH3:17])([CH3:16])[C@@H:3]([C:9]([O:11]C(C)(C)C)=[O:10])[NH:4][S:5]([CH3:8])(=[O:7])=[O:6], predict the reaction product. (7) Given the reactants Cl[C:2]1[C:3]([F:22])=[CH:4][C:5]2[C:6]([CH:21]=1)=[N:7][C:8]1[N:9]([CH2:19][CH3:20])[CH:10]=[C:11]([C:16]([OH:18])=[O:17])[C:12](=[O:15])[C:13]=1[CH:14]=2.[F:23][C:24]1[CH:36]=[CH:35][C:27]([CH2:28][N:29]2[CH2:34][CH2:33][NH:32][CH2:31][CH2:30]2)=[CH:26][CH:25]=1, predict the reaction product. The product is: [CH2:19]([N:9]1[C:8]2[N:7]=[C:6]3[CH:21]=[C:2]([N:32]4[CH2:31][CH2:30][N:29]([CH2:28][C:27]5[CH:35]=[CH:36][C:24]([F:23])=[CH:25][CH:26]=5)[CH2:34][CH2:33]4)[C:3]([F:22])=[CH:4][C:5]3=[CH:14][C:13]=2[C:12](=[O:15])[C:11]([C:16]([OH:18])=[O:17])=[CH:10]1)[CH3:20]. (8) Given the reactants Cl[C:2]1[CH:7]=[CH:6][CH:5]=[CH:4][C:3]=1[CH3:8].[NH:9]1[CH2:14][CH2:13][O:12][CH2:11][CH2:10]1.CC(C)([O-])C.[Na+], predict the reaction product. The product is: [C:3]1([CH3:8])[CH:4]=[CH:5][C:6]([N:9]2[CH2:14][CH2:13][O:12][CH2:11][CH2:10]2)=[CH:7][CH:2]=1. (9) Given the reactants [NH2:1][C:2]1[C:7]2=[N:8][CH:9]=[C:10]([C@@H:11]3[O:15][C@@:14]([CH2:18][OH:19])([C:16]#[CH:17])[C@@H:13]([O:20][Si](C(C)(C)C)(C)C)[CH2:12]3)[N:6]2[N:5]=[CH:4][N:3]=1.CCCC[N+](CCCC)(CCCC)CCCC.[F-].C1COCC1, predict the reaction product. The product is: [NH2:1][C:2]1[C:7]2=[N:8][CH:9]=[C:10]([C@@H:11]3[O:15][C@:14]([C:16]#[CH:17])([CH2:18][OH:19])[C@@H:13]([OH:20])[CH2:12]3)[N:6]2[N:5]=[CH:4][N:3]=1.